Binary Classification. Given a T-cell receptor sequence (or CDR3 region) and an epitope sequence, predict whether binding occurs between them. From a dataset of TCR-epitope binding with 47,182 pairs between 192 epitopes and 23,139 TCRs. (1) Result: 1 (the TCR binds to the epitope). The epitope is NLVPMVATV. The TCR CDR3 sequence is CASSQVYVEVREHGELFF. (2) The epitope is FTYASALWEI. The TCR CDR3 sequence is CSARGGTEIPYEQYF. Result: 0 (the TCR does not bind to the epitope). (3) The epitope is AYILFTRFFYV. The TCR CDR3 sequence is CASSFATVGEKLFF. Result: 0 (the TCR does not bind to the epitope). (4) The epitope is LVLSVNPYV. The TCR CDR3 sequence is CASRGRTQETQYF. Result: 0 (the TCR does not bind to the epitope). (5) The epitope is GTSGSPIINR. The TCR CDR3 sequence is CASSFVQFPYNEQFF. Result: 1 (the TCR binds to the epitope). (6) The epitope is LVLSVNPYV. The TCR CDR3 sequence is CASSFEQGNSPLHF. Result: 0 (the TCR does not bind to the epitope). (7) The epitope is SQASSRSSSR. The TCR CDR3 sequence is CASSPRGGVEKTQYF. Result: 0 (the TCR does not bind to the epitope).